This data is from Reaction yield outcomes from USPTO patents with 853,638 reactions. The task is: Predict the reaction yield, written as a fraction of the theoretical maximum amount of product (1.0 means a 100% yield; for example, 0.34 means a 34% yield). (1) The reactants are C(O[C:16]([C:18]1[CH:23]=[N:22][CH:21]=[CH:20][N:19]=1)=[O:17])CCCCCCCCCCCCC.[CH2:24]([NH2:38])[CH2:25][CH2:26][CH2:27][CH2:28][CH2:29][CH2:30][CH2:31][CH2:32][CH2:33][CH2:34][CH2:35][CH2:36][CH3:37]. No catalyst specified. The product is [CH2:24]([NH:38][C:16]([C:18]1[CH:23]=[N:22][CH:21]=[CH:20][N:19]=1)=[O:17])[CH2:25][CH2:26][CH2:27][CH2:28][CH2:29][CH2:30][CH2:31][CH2:32][CH2:33][CH2:34][CH2:35][CH2:36][CH3:37]. The yield is 0.280. (2) The reactants are O[CH2:2][C:3]([C:5]1[CH:10]=[CH:9][CH:8]=[CH:7][CH:6]=1)=[O:4].CO[C:13]1N=[C:17]([CH:19]=O)[CH:16]=[CH:15][CH:14]=1.O([CH3:23])[Na]. The catalyst is C1COCC1. The product is [C:13]1([CH:23]=[CH:2][C:3]([C:5]2[CH:10]=[CH:9][CH:8]=[CH:7][CH:6]=2)=[O:4])[CH:19]=[CH:17][CH:16]=[CH:15][CH:14]=1. The yield is 0.300.